From a dataset of Full USPTO retrosynthesis dataset with 1.9M reactions from patents (1976-2016). Predict the reactants needed to synthesize the given product. (1) Given the product [OH:30][C@:12]([CH3:29])([CH2:13][CH2:14][CH2:15][C@H:16]([CH3:28])[CH2:17][CH2:18][CH2:19][C@H:20]([CH3:27])[CH2:21][CH2:22][CH2:23][CH:24]([CH3:26])[CH3:25])[CH2:11][CH2:10][C:9]1[C:8](=[O:31])[C:7]([CH3:32])=[C:6]([CH3:33])[C:5](=[O:34])[C:4]=1[CH2:1][CH2:2][CH3:3], predict the reactants needed to synthesize it. The reactants are: [CH2:1]([C:4]1[C:5](=[O:34])[C:6]([CH3:33])=[C:7]([CH3:32])[C:8](=[O:31])[C:9]=1[CH2:10][CH2:11][C@@:12]([OH:30])([CH3:29])[CH2:13][CH2:14][CH2:15][C@H:16]([CH3:28])[CH2:17][CH2:18][CH2:19][C@H:20]([CH3:27])[CH2:21][CH2:22][CH2:23][CH:24]([CH3:26])[CH3:25])[CH:2]=[CH2:3].CCOC(C)=O. (2) Given the product [CH3:31][C:19]1[N:20]=[C:21]([C:25]2[CH:30]=[CH:29][CH:28]=[CH:27][CH:26]=2)[C:22]2[CH2:23][CH2:24][N:15]([C:13]3[CH:12]=[CH:11][N:10]=[C:9]([C@H:7]([OH:6])[CH3:8])[N:14]=3)[CH2:16][C:17]=2[N:18]=1, predict the reactants needed to synthesize it. The reactants are: C([O:6][C@@H:7]([C:9]1[N:14]=[C:13]([N:15]2[CH2:24][CH2:23][C:22]3[C:21]([C:25]4[CH:30]=[CH:29][CH:28]=[CH:27][CH:26]=4)=[N:20][C:19]([CH3:31])=[N:18][C:17]=3[CH2:16]2)[CH:12]=[CH:11][N:10]=1)[CH3:8])(=O)CCC.Cl.[OH-].[Na+].